Dataset: Peptide-MHC class I binding affinity with 185,985 pairs from IEDB/IMGT. Task: Regression. Given a peptide amino acid sequence and an MHC pseudo amino acid sequence, predict their binding affinity value. This is MHC class I binding data. (1) The peptide sequence is KSNEKNMDF. The MHC is HLA-A30:01 with pseudo-sequence HLA-A30:01. The binding affinity (normalized) is 0.0847. (2) The peptide sequence is DELGNILSVY. The MHC is HLA-B44:03 with pseudo-sequence HLA-B44:03. The binding affinity (normalized) is 0.344. (3) The MHC is HLA-B58:01 with pseudo-sequence HLA-B58:01. The binding affinity (normalized) is 0.0847. The peptide sequence is YQRRRRFAI. (4) The peptide sequence is IVDCLTEMY. The MHC is SLA-10401 with pseudo-sequence SLA-10401. The binding affinity (normalized) is 0.770. (5) The peptide sequence is YVNTNMGLK. The MHC is Patr-A0301 with pseudo-sequence Patr-A0301. The binding affinity (normalized) is 0.262. (6) The binding affinity (normalized) is 0.512. The MHC is HLA-A68:02 with pseudo-sequence HLA-A68:02. The peptide sequence is MLPESDLDKV. (7) The MHC is HLA-A02:03 with pseudo-sequence HLA-A02:03. The binding affinity (normalized) is 0.827. The peptide sequence is RMQKEITAL. (8) The peptide sequence is LYQILRGLKYI. The MHC is H-2-Kd with pseudo-sequence H-2-Kd. The binding affinity (normalized) is 0.545. (9) The peptide sequence is TWVIALGYF. The MHC is HLA-A23:01 with pseudo-sequence HLA-A23:01. The binding affinity (normalized) is 0.723.